From a dataset of Reaction yield outcomes from USPTO patents with 853,638 reactions. Predict the reaction yield, written as a fraction of the theoretical maximum amount of product (1.0 means a 100% yield; for example, 0.34 means a 34% yield). (1) The reactants are [CH3:1][N:2]([CH2:4][CH:5]1[CH2:7][CH:6]1[C:8]1[CH:16]=[C:15]2[C:11]([C:12]([CH:17]=O)=[CH:13][NH:14]2)=[CH:10][CH:9]=1)[CH3:3].P([O-])([O-])(O)=O.[NH4+].[NH4+].[N+:26](CCC)([O-])=O.[OH-].[Na+]. The catalyst is C(O)(=O)C.O. The product is [CH3:1][N:2]([CH2:4][CH:5]1[CH2:7][CH:6]1[C:8]1[CH:16]=[C:15]2[C:11]([C:12]([C:17]#[N:26])=[CH:13][NH:14]2)=[CH:10][CH:9]=1)[CH3:3]. The yield is 0.380. (2) The reactants are [CH3:1][P:2](=[O:7])([O:5][CH3:6])[O:3][CH3:4].[Li]CCCC.[Cl:13][C:14]1[CH:15]=[C:16]([CH:24]=[CH:25][CH:26]=1)[O:17][CH2:18][C:19](OCC)=[O:20]. The catalyst is C1COCC1. The product is [Cl:13][C:14]1[CH:15]=[C:16]([CH:24]=[CH:25][CH:26]=1)[O:17][CH2:18][C:19](=[O:20])[CH2:1][P:2](=[O:7])([O:5][CH3:6])[O:3][CH3:4]. The yield is 1.00. (3) The reactants are [CH3:1][O:2][C:3]([C:5]1[C:13]2[C:8](=[CH:9][CH:10]=[C:11]([CH:14]=O)[CH:12]=2)[NH:7][N:6]=1)=[O:4].N/[C:17](=[CH:20]\[CH3:21])/[C:18]#[N:19]. The catalyst is CC(O)=O.CCOC(C)=O. The yield is 0.890. The product is [CH3:1][O:2][C:3]([C:5]1[C:13]2[C:8](=[CH:9][CH:10]=[C:11]([CH:14]3[C:13]([C:5]#[N:6])=[C:8]([CH3:9])[NH:7][C:20]([CH3:21])=[C:17]3[C:18]#[N:19])[CH:12]=2)[NH:7][N:6]=1)=[O:4]. (4) The reactants are [Br:1][C:2]1[CH:3]=[N:4][C:5]2[N:6]([N:8]=[C:9]([C:11]([OH:13])=O)[CH:10]=2)[CH:7]=1.CN(C(ON1N=NC2C=CC=CC1=2)=[N+](C)C)C.[B-](F)(F)(F)F.C(#N)C.[CH3:39][O:40][C:41]1[CH:50]=[C:49]2[C:44]([CH2:45][CH2:46][NH:47][CH:48]2[CH3:51])=[CH:43][C:42]=1[OH:52]. No catalyst specified. The product is [Br:1][C:2]1[CH:3]=[N:4][C:5]2[N:6]([N:8]=[C:9]([C:11]([N:47]3[CH2:46][CH2:45][C:44]4[C:49](=[CH:50][C:41]([O:40][CH3:39])=[C:42]([OH:52])[CH:43]=4)[CH:48]3[CH3:51])=[O:13])[CH:10]=2)[CH:7]=1. The yield is 0.210. (5) The reactants are [CH:1]([C:5]1[CH:10]=[CH:9][CH:8]=[CH:7][C:6]=1[OH:11])([CH2:3][CH3:4])[CH3:2].[C:12]1(=O)[O:17][C:15](=[O:16])[C:14]2=[CH:18][CH:19]=[CH:20][CH:21]=[C:13]12. No catalyst specified. The product is [OH:11][C:6]1[CH:7]=[CH:8][C:9]([C:12]2([C:9]3[CH:8]=[CH:7][C:6]([OH:11])=[C:5]([CH:1]([CH2:3][CH3:4])[CH3:2])[CH:10]=3)[C:13]3[C:14](=[CH:18][CH:19]=[CH:20][CH:21]=3)[C:15](=[O:16])[O:17]2)=[CH:10][C:5]=1[CH:1]([CH2:3][CH3:4])[CH3:2]. The yield is 0.770. (6) The reactants are Cl[CH2:2][C:3]1[CH:8]=[CH:7][CH:6]=[CH:5][C:4]=1[CH2:9][C:10]([OH:12])=[O:11].[NH:13]1[CH2:18][CH2:17][O:16][CH2:15][CH2:14]1. The catalyst is C1COCC1.C(OCC)(=O)C. The product is [O:16]1[CH2:17][CH2:18][N:13]([CH2:2][C:3]2[CH:8]=[CH:7][CH:6]=[CH:5][C:4]=2[CH2:9][C:10]([OH:12])=[O:11])[CH2:14][CH2:15]1. The yield is 0.870. (7) The reactants are [CH3:1][O:2][C:3]1[CH:4]=[C:5]([CH2:9][C:10]([NH:12][C:13]2[S:14][CH:15]=[C:16]([C:18]3[C:26]4[C:21](=[N:22][CH:23]=[CH:24][CH:25]=4)[NH:20][CH:19]=3)[N:17]=2)=[O:11])[CH:6]=[CH:7][CH:8]=1.[CH:27]1[CH:32]=CC(P(C2C=CC=CC=2)C2C=CC=CC=2)=C[CH:28]=1.BrCCCO.CC(OC(/N=N/C(OC(C)C)=O)=O)C.[H-].[Na+]. The catalyst is C1COCC1.CO. The product is [CH3:1][O:2][C:3]1[CH:4]=[C:5]([CH:9]2[CH2:32][CH2:27][CH2:28][N:12]([C:13]3[S:14][CH:15]=[C:16]([C:18]4[C:26]5[C:21](=[N:22][CH:23]=[CH:24][CH:25]=5)[NH:20][CH:19]=4)[N:17]=3)[C:10]2=[O:11])[CH:6]=[CH:7][CH:8]=1. The yield is 0.300. (8) The reactants are [F:1][C:2]([F:7])([F:6])[C:3]([OH:5])=[O:4].[F:8][C:9]([F:14])([F:13])[C:10]([OH:12])=[O:11].FC(F)(F)C(O)=O.[Cl:22][C:23]1[CH:24]=[N:25][C:26]2[NH:27][C:28]3[CH:29]=[N:30][CH:31]=[C:32]([CH:54]=3)[CH2:33][CH2:34][C:35]3[CH:43]=[C:39]([NH:40][C:41]=1[N:42]=2)[CH:38]=[CH:37][C:36]=3[NH:44][C:45](=[O:53])[CH2:46][CH:47]1[CH2:52][CH2:51][NH:50][CH2:49][CH2:48]1.[CH3:55][C:56]1[S:57][C:58]([S:62](Cl)(=[O:64])=[O:63])=[C:59]([CH3:61])[N:60]=1. No catalyst specified. The product is [F:1][C:2]([F:7])([F:6])[C:3]([OH:5])=[O:4].[F:8][C:9]([F:14])([F:13])[C:10]([OH:12])=[O:11].[Cl:22][C:23]1[CH:24]=[N:25][C:26]2[NH:27][C:28]3[CH:29]=[N:30][CH:31]=[C:32]([CH:54]=3)[CH2:33][CH2:34][C:35]3[CH:43]=[C:39]([NH:40][C:41]=1[N:42]=2)[CH:38]=[CH:37][C:36]=3[NH:44][C:45](=[O:53])[CH2:46][CH:47]1[CH2:52][CH2:51][N:50]([S:62]([C:58]2[S:57][C:56]([CH3:55])=[N:60][C:59]=2[CH3:61])(=[O:64])=[O:63])[CH2:49][CH2:48]1. The yield is 0.220. (9) The reactants are CC(C)[C@H](NC(=O)OC)C(=O)N1CCC[C@H]1C1NC(C2C=CC(B3OC(C)(C)C(C)(C)O3)=CC=2)=CN=1.BrC1C=CC(C2NC([C@H]3N4C(=O)[C@@H]([NH:61][C:62](=[O:71])[O:63][CH2:64][C:65]5[CH:70]=[CH:69][CH:68]=[CH:67][CH:66]=5)CCC(=O)N4CCC3)=NC=2)=CC=1.C(=O)(O)[O-].[Na+]. The catalyst is C1C=CC(P([C]2[CH][CH][CH][CH]2)C2C=CC=CC=2)=CC=1.C1C=CC(P([C]2[CH][CH][CH][CH]2)C2C=CC=CC=2)=CC=1.Cl[Pd]Cl.[Fe].C(O)(C)(C)C. The product is [CH2:64]([O:63][C:62](=[O:71])[NH2:61])[C:65]1[CH:70]=[CH:69][CH:68]=[CH:67][CH:66]=1. The yield is 0.306. (10) The reactants are [CH:1](=[N:8][OH:9])[C:2]1[CH:7]=[CH:6][CH:5]=[CH:4][CH:3]=1.[Cl:10]N1C(=O)CCC1=O. The catalyst is CN(C=O)C. The product is [Cl:10][C:1](=[N:8][OH:9])[C:2]1[CH:7]=[CH:6][CH:5]=[CH:4][CH:3]=1. The yield is 0.930.